This data is from Forward reaction prediction with 1.9M reactions from USPTO patents (1976-2016). The task is: Predict the product of the given reaction. Given the reactants [CH3:1][C:2]1[CH:7]=[CH:6][CH:5]=[C:4]([C:8]([F:11])([F:10])[F:9])[C:3]=1[N+:12]([O-])=O.[H][H], predict the reaction product. The product is: [CH3:1][C:2]1[CH:7]=[CH:6][CH:5]=[C:4]([C:8]([F:9])([F:10])[F:11])[C:3]=1[NH2:12].